This data is from Human Reference Interactome with 51,813 positive PPI pairs across 8,248 proteins, plus equal number of experimentally-validated negative pairs. The task is: Binary Classification. Given two protein amino acid sequences, predict whether they physically interact or not. (1) Protein 1 (ENSG00000125841) has sequence MMPSCNRSCSCSRGPSVEDGKWYGVRSYLHLFYEDCAGTALSDDPEGPPVLCPRRPWPSLCWKISLSSGTLLLLLGVAALTTGYAVPPKLEGIGEGEFLVLDQRAADYNQALGTCRLAGTALCVAAGVLLAICLFWAMIGWLSQDTKAEPLDPEADSHVEVFGDEPEQQLSPIFRNASGQSWFSPPASPFGQSSVQTIQPKRDS*MMPSCNRSCSCSRGPSVEDGKWYGVRSYLHLFYEDCAGTALSDDPEGPPVLCPRRPWPSLCWKISLSSGTLLLLLGVAALTTGYAVPPKLEGIGE.... Protein 2 (ENSG00000144118) has sequence MAANKSKGQSSLALHKVIMVGSGGVGKSALTLQFMYDEFVEDYEPTKADSYRKKVVLDGEEVQIDILDTAGQEDYAAIRDNYFRSGEGFLLVFSITEHESFTATAEFREQILRVKAEEDKIPLLVVGNKSDLEERRQVPVEEARSKAEEWGVQYVETSAKTRANVDKVFFDLMREIRTKKMSENKDKNGKKSSKNKKSFKERCCLL*MAANKSKGQSSLALHKVIMVGSGGVGKSALTLQFMYDEFVEDYEPTKADSYRKKVVLDGEEVQIDILDTAGQEDYAAIRDNYFRSGEGFLLVF.... Result: 0 (the proteins do not interact). (2) Protein 1 (ENSG00000106153) has sequence MPRGSRSRTSRMAPPASRAPQMRAAPRPAPVAQPPAAAPPSAVGSSAAAPRQPGLMAQMATTAAGVAVGSAVGHTLGHAITGGFSGGSNAEPARPDITYQEPQGTQPAQQQQPCLYEIKQFLECAQNQGDIKLCEGFNEVLKQCRLANGLA*. Protein 2 (ENSG00000184160) has sequence MASPALAAALAVAAAAGPNASGAGERGSGGVANASGASWGPPRGQYSAGAVAGLAAVVGFLIVFTVVGNVLVVIAVLTSRALRAPQNLFLVSLASADILVATLVMPFSLANELMAYWYFGQVWCGVYLALDVLFCTSSIVHLCAISLDRYWSVTQAVEYNLKRTPRRVKATIVAVWLISAVISFPPLVSLYRQPDGAAYPQCGLNDETWYILSSCIGSFFAPCLIMGLVYARIYRVAKLRTRTLSEKRAPVGPDGASPTTENGLGAAAGAGENGHCAPPPADVEPDESSAAAERRRRRGA.... Result: 1 (the proteins interact). (3) Protein 2 (ENSG00000115307) has sequence MELPSGPGPERLFDSHRLPGDCFLLLVLLLYAPVGFCLLVLRLFLGIHVFLVSCALPDSVLRRFVVRTMCAVLGLVARQEDSGLRDHSVRVLISNHVTPFDHNIVNLLTTCSTPLLNSPPSFVCWSRGFMEMNGRGELVESLKRFCASTRLPPTPLLLFPEEEATNGREGLLRFSSWPFSIQDVVQPLTLQVQRPLVSVTVSDASWVSELLWSLFVPFTVYQVRWLRPVHRQLGEANEEFALRVQQLVAKELGQTGTRLTPADKAEHMKRQRHPRLRPQSAQSSFPPSPGPSPDVQLATL.... Protein 1 (ENSG00000180855) has sequence MASVALEDVAVNFTREEWALLGPCQKNLYKDVMQETIRNLDCVVMKWKDQNIEDQYRYPRKNLRCRMLERFVESKDGTQCGETSSQIQDSIVTKNTLPGVGPCESSMRGEKVMGHSSLNCYIRVGAGHKPHEYHECGEKPDTHKQRGKAFSYHNSFQTHERLHTGKKPYDCKECGKSFSSLGNLQRHMAVQRGDGPYKCKLCGKAFFWPSLLHMHERTHTGEKPYECKQCSKAFSFYSSYLRHERTHTGEKPYECKQCSKAFPFYSSYLRHERTHTGEKPYKCKQCSKAFPDSSSCLIHE.... Result: 0 (the proteins do not interact). (4) Protein 1 (ENSG00000119541) has sequence MSSTSPNLQKAIDLASKAAQEDKAGNYEEALQLYQHAVQYFLHVVKYEAQGDKAKQSIRAKCTEYLDRAEKLKEYLKNKEKKAQKPVKEGQPSPADEKGNDSDGEGESDDPEKKKLQNQLQGAIVIERPNVKWSDVAGLEGAKEALKEAVILPIKFPHLFTGKRTPWRGILLFGPPGTGKSYLAKAVATEANNSTFFSISSSDLVSKWLGESEKLVKNLFQLARENKPSIIFIDEIDSLCGSRSENESEAARRIKTEFLVQMQGVGVDNDGILVLGATNIPWVLDSAIRRRFEKRIYIPL.... Protein 2 (ENSG00000168389) has sequence MAKGEGAESGSAAGLLPTSILQSTERPAQVKKEPKKKKQQLSVCNKLCYALGGAPYQVTGCALGFFLQIYLLDVAQVGPFSASIILFVGRAWDAITDPLVGLCISKSPWTCLGRLMPWIIFSTPLAVIAYFLIWFVPDFPHGQTYWYLLFYCLFETMVTCFHVPYSALTMFISTEQTERDSATAYRMTVEVLGTVLGTAIQGQIVGQADTPCFQDLNSSTVASQSANHTHGTTSHRETQKAYLLAAGVIVCIYIICAVILILGVREQREPYEAQQSEPIAYFRGLRLVMSHGPYIKLITG.... Result: 0 (the proteins do not interact). (5) Protein 1 (ENSG00000140299) has sequence MEGVELKEEWQDEDFPIPLPEDDSIEADILAITGPEDQPGSLEVNGNKVRKKLMAPDISLTLDPSDGSVLSDDLDESGEIDLDGLDTPSENSNEFEWEDDLPKPKTTEVIRKGSITEYTAAEEKEDGRRWRMFRIGEQDHRVDMKAIEPYKKVISHGGYYGDGLNAIVVFAVCFMPESSQPNYRYLMDNLFKYVIGTLELLVAENYMIVYLNGATTRRKMPSLGWLRKCYQQIDRRLRKNLKSLIIVHPSWFIRTLLAVTRPFISSKFSQKIRYVFNLAELAELVPMEYVGIPECIKQVD.... Protein 2 (ENSG00000140332) has sequence MYPQGRHPAPHQPGQPGFKFTVAESCDRIKDEFQFLQAQYHSLKVEYDKLANEKTEMQRHYVMYYEMSYGLNIEMHKQTEIAKRLNTILAQIMPFLSQEHQQQVAQAVERAKQVTMTELNAIIGQQQLQAQHLSHATHGPPVQLPPHPSGLQPPGIPPVTGSSSGLLALGALGSQAHLTVKDEKNHHELDHRERESSANNSVSPSESLRASEKHRGSADYSMEAKKRKAEEKDSLSRYDSDGDKSDDLVVDVSNEDPATPRVSPAHSPPENGLDKARSLKKDAPTSPASVASSSSTPSSK.... Result: 0 (the proteins do not interact). (6) Protein 1 (ENSG00000099282) has sequence MPRGDSEQVRYCARFSYLWLKFSLIIYSTVFWLIGALVLSVGIYAEVERQKYKTLESAFLAPAIILILLGVVMFMVSFIGVLASLRDNLYLLQAFMYILGICLIMELIGGVVALTFRNQTIDFLNDNIRRGIENYYDDLDFKNIMDFVQKKFKCCGGEDYRDWSKNQYHDCSAPGPLACGVPYTCCIRNTTEVVNTMCGYKTIDKERFSVQDVIYVRGCTNAVIIWFMDNYTIMAGILLGILLPQFLGVLLTLLYITRVEDIIMEHSVTDGLLGPGAKPSVEAAGTGCCLCYPN*LQAFM.... Protein 2 (ENSG00000102100) has sequence MAAVGAGGSTAAPGPGAVSAGALEPGTASAAHRRLKYISLAVLVVQNASLILSIRYARTLPGDRFFATTAVVMAEVLKGLTCLLLLFAQKRGNVKHLVLFLHEAVLVQYVDTLKLAVPSLIYTLQNNLQYVAISNLPAATFQVTYQLKILTTALFSVLMLNRSLSRLQWASLLLLFTGVAIVQAQQAGGGGPRPLDQNPGAGLAAVVASCLSSGFAGVYFEKILKGSSGSVWLRNLQLGLFGTALGLVGLWWAEGTAVATRGFFFGYTPAVWGVVLNQAFGGLLVAVVVKYADNILKGFA.... Result: 0 (the proteins do not interact). (7) Protein 1 (ENSG00000074356) has sequence MAAVRGLRVSVKAEAPAGPALGLPSPEAESGVDRGEPEPMEVEEGELEIVPVRRSLKELIPDTSRRYENKAGSFITGIDVTSKEAIEKKEQRAKRFHFRSEVNLAQRNVALDRDMMKKAIPKVRLETIYICGVDEMSTQDVFSYFKEYPPAHIEWLDDTSCNVVWLDEMTATRALINMSSLPAQDKIRSRDASEDKSAEKRKKDKQEDSSDDDEAEEGEVEDENSSDVELDTLSQVEEESLLRNDLRPANKLAKGNRLFMRFATKDDKKELGAARRSQYYMKYGNPNYGGMKGILSNSWK.... Protein 2 (ENSG00000186432) has sequence MADNEKLDNQRLKNFKNKGRDLETMRRQRNEVVVELRKNKRDEHLLKRRNVPHEDICEDSDIDGDYRVQNTSLEAIVQNASSDNQGIQLSAVQAARKLLSSDRNPPIDDLIKSGILPILVHCLERDDNPSLQFEAAWALTNIASGTSEQTQAVVQSNAVPLFLRLLHSPHQNVCEQAVWALGNIIGDGPQCRDYVISLGVVKPLLSFISPSIPITFLRNVTWVMVNLCRHKDPPPPMETIQEILPALCVLIHHTDVNILVDTVWALSYLTDAGNEQIQMVIDSGIVPHLVPLLSHQEVKV.... Result: 1 (the proteins interact).